Dataset: Forward reaction prediction with 1.9M reactions from USPTO patents (1976-2016). Task: Predict the product of the given reaction. (1) Given the reactants [C:1]([NH:4][C:5]1[CH:14]=[CH:13][C:12]([N:15]2[CH2:20][CH2:19][C@H:18]([NH2:21])[C@H:17]([O:22][CH3:23])[CH2:16]2)=[CH:11][C:6]=1[C:7]([O:9][CH3:10])=[O:8])(=[O:3])[CH3:2].[Cl:24][C:25]1[N:26]=[C:27]([C:32](O)=[O:33])[NH:28][C:29]=1[CH2:30][CH3:31].CCN=C=NCCCN(C)C.Cl.C1C=CC2N(O)N=NC=2C=1, predict the reaction product. The product is: [C:1]([NH:4][C:5]1[CH:14]=[CH:13][C:12]([N:15]2[CH2:20][CH2:19][C@H:18]([NH:21][C:32]([C:27]3[NH:28][C:29]([CH2:30][CH3:31])=[C:25]([Cl:24])[N:26]=3)=[O:33])[C@H:17]([O:22][CH3:23])[CH2:16]2)=[CH:11][C:6]=1[C:7]([O:9][CH3:10])=[O:8])(=[O:3])[CH3:2]. (2) Given the reactants [CH3:1][O:2][C:3](=[O:18])[C:4]1[CH:12]=[C:11]([N+:13]([O-:15])=[O:14])[C:7]([C:8]([OH:10])=[O:9])=[C:6]([O:16][CH3:17])[CH:5]=1.[N+](=[CH2:21])=[N-], predict the reaction product. The product is: [CH3:17][O:16][C:6]1[CH:5]=[C:4]([C:3]([O:2][CH3:1])=[O:18])[CH:12]=[C:11]([N+:13]([O-:15])=[O:14])[C:7]=1[C:8]([O:10][CH3:21])=[O:9]. (3) Given the reactants [Cl:1][C:2]1[CH:19]=[CH:18][C:5]([C:6]([NH:8][C:9]2[CH:13]=[CH:12][N:11]([CH2:14][C:15]([OH:17])=O)[N:10]=2)=[O:7])=[CH:4][CH:3]=1.[NH2:20][C:21]1[CH:26]=[CH:25][C:24]([N:27]2[CH:32]=[CH:31][CH:30]=[CH:29][C:28]2=[O:33])=[CH:23][C:22]=1[F:34], predict the reaction product. The product is: [Cl:1][C:2]1[CH:3]=[CH:4][C:5]([C:6]([NH:8][C:9]2[CH:13]=[CH:12][N:11]([CH2:14][C:15](=[O:17])[NH:20][C:21]3[CH:26]=[CH:25][C:24]([N:27]4[CH:32]=[CH:31][CH:30]=[CH:29][C:28]4=[O:33])=[CH:23][C:22]=3[F:34])[N:10]=2)=[O:7])=[CH:18][CH:19]=1.